Dataset: Full USPTO retrosynthesis dataset with 1.9M reactions from patents (1976-2016). Task: Predict the reactants needed to synthesize the given product. (1) Given the product [CH3:12][N:13]([CH3:14])[C:2]1[CH:7]=[CH:6][NH:5][C:4](=[O:8])[C:3]=1[N+:9]([O-:11])=[O:10], predict the reactants needed to synthesize it. The reactants are: Cl[C:2]1[CH:7]=[CH:6][NH:5][C:4](=[O:8])[C:3]=1[N+:9]([O-:11])=[O:10].[CH3:12][NH:13][CH3:14]. (2) Given the product [Br:25][C:26]1[CH:31]=[CH:30][C:29]([S:32]([N:13]2[CH2:12][CH2:11][C:9]3([O:8][CH2:7][C:6](=[O:23])[N:5]([C:2]4([CH3:1])[CH2:3][CH2:4]4)[CH2:10]3)[CH2:15][CH2:14]2)(=[O:34])=[O:33])=[CH:28][CH:27]=1, predict the reactants needed to synthesize it. The reactants are: [CH3:1][C:2]1([N:5]2[CH2:10][C:9]3([CH2:15][CH2:14][N:13](C(OC(C)(C)C)=O)[CH2:12][CH2:11]3)[O:8][CH2:7][C:6]2=[O:23])[CH2:4][CH2:3]1.Cl.[Br:25][C:26]1[CH:31]=[CH:30][C:29]([S:32](Cl)(=[O:34])=[O:33])=[CH:28][CH:27]=1. (3) Given the product [NH2:12][C:9]1[C:10]([CH3:11])=[C:5]2[C:4]([CH:15]3[CH2:16][CH2:17][N:18]([C:21]([O:23][C:24]([CH3:25])([CH3:26])[CH3:27])=[O:22])[CH2:19][CH2:20]3)=[CH:3][N:2]([CH3:1])[C:6]2=[N:7][CH:8]=1, predict the reactants needed to synthesize it. The reactants are: [CH3:1][N:2]1[C:6]2=[N:7][CH:8]=[C:9]([N+:12]([O-])=O)[C:10]([CH3:11])=[C:5]2[C:4]([C:15]2[CH2:20][CH2:19][N:18]([C:21]([O:23][C:24]([CH3:27])([CH3:26])[CH3:25])=[O:22])[CH2:17][CH:16]=2)=[CH:3]1.C([O-])=O.[NH4+]. (4) The reactants are: [NH2:1][CH2:2][C:3]1[C:4]([F:23])=[C:5]([O:10][C:11]2[CH:12]=[C:13]([CH:16]=[C:17]([C:19]([F:22])([F:21])[F:20])[CH:18]=2)[C:14]#[N:15])[C:6]([Cl:9])=[CH:7][CH:8]=1.[Cl:24][C:25]1[N:26]=[C:27]([CH2:33][CH3:34])[NH:28][C:29]=1[C:30](O)=[O:31].CN(C(ON1N=NC2C=CC=NC1=2)=[N+](C)C)C.F[P-](F)(F)(F)(F)F.C(N(C(C)C)CC)(C)C. Given the product [Cl:24][C:25]1[N:26]=[C:27]([CH2:33][CH3:34])[NH:28][C:29]=1[C:30]([NH:1][CH2:2][C:3]1[CH:8]=[CH:7][C:6]([Cl:9])=[C:5]([O:10][C:11]2[CH:18]=[C:17]([C:19]([F:22])([F:20])[F:21])[CH:16]=[C:13]([C:14]#[N:15])[CH:12]=2)[C:4]=1[F:23])=[O:31], predict the reactants needed to synthesize it. (5) The reactants are: [Br:1][C:2]1[CH:3]=[CH:4][C:5]([O:15][CH2:16][C:17]2[CH:22]=[CH:21][C:20]([F:23])=[CH:19][C:18]=2[F:24])=[C:6]([C:8](=O)[CH2:9][CH2:10][C:11](=O)[CH3:12])[CH:7]=1.[NH:25]1[C:29]2[CH:30]=[CH:31][CH:32]=[CH:33][C:28]=2[N:27]=[C:26]1[C:34]1[CH:35]=[C:36]([NH2:40])[CH:37]=[CH:38][CH:39]=1. Given the product [Br:1][C:2]1[CH:3]=[CH:4][C:5]([O:15][CH2:16][C:17]2[CH:22]=[CH:21][C:20]([F:23])=[CH:19][C:18]=2[F:24])=[C:6]([C:8]2[N:40]([C:36]3[CH:35]=[C:34]([C:26]4[NH:25][C:29]5[CH:30]=[CH:31][CH:32]=[CH:33][C:28]=5[N:27]=4)[CH:39]=[CH:38][CH:37]=3)[C:11]([CH3:12])=[CH:10][CH:9]=2)[CH:7]=1, predict the reactants needed to synthesize it. (6) Given the product [NH:13]1[C:14]2=[N:15][CH:16]=[CH:17][CH:18]=[C:19]2[C:11]([C:9]2[NH:8][CH:7]=[C:6]([C:4]([OH:5])=[O:3])[CH:10]=2)=[N:12]1, predict the reactants needed to synthesize it. The reactants are: C([O:3][C:4]([C:6]1[CH:10]=[C:9]([C:11]2[C:19]3[C:14](=[N:15][CH:16]=[CH:17][CH:18]=3)[NH:13][N:12]=2)[NH:8][CH:7]=1)=[O:5])C.Cl.